This data is from NCI-60 drug combinations with 297,098 pairs across 59 cell lines. The task is: Regression. Given two drug SMILES strings and cell line genomic features, predict the synergy score measuring deviation from expected non-interaction effect. (1) Drug 1: C1=C(C(=O)NC(=O)N1)F. Drug 2: C1CC(=O)NC(=O)C1N2C(=O)C3=CC=CC=C3C2=O. Cell line: SNB-19. Synergy scores: CSS=31.6, Synergy_ZIP=2.78, Synergy_Bliss=3.34, Synergy_Loewe=-2.23, Synergy_HSA=2.77. (2) Drug 1: CN(C)C1=NC(=NC(=N1)N(C)C)N(C)C. Drug 2: CC1C(C(CC(O1)OC2CC(OC(C2O)C)OC3=CC4=CC5=C(C(=O)C(C(C5)C(C(=O)C(C(C)O)O)OC)OC6CC(C(C(O6)C)O)OC7CC(C(C(O7)C)O)OC8CC(C(C(O8)C)O)(C)O)C(=C4C(=C3C)O)O)O)O. Cell line: ACHN. Synergy scores: CSS=0.451, Synergy_ZIP=5.01, Synergy_Bliss=6.90, Synergy_Loewe=1.08, Synergy_HSA=2.83. (3) Drug 1: C1=CC(=CC=C1CCCC(=O)O)N(CCCl)CCCl. Drug 2: CC12CCC3C(C1CCC2O)C(CC4=C3C=CC(=C4)O)CCCCCCCCCS(=O)CCCC(C(F)(F)F)(F)F. Cell line: ACHN. Synergy scores: CSS=14.5, Synergy_ZIP=-3.97, Synergy_Bliss=-6.85, Synergy_Loewe=-5.93, Synergy_HSA=-5.57. (4) Drug 2: COC1=C2C(=CC3=C1OC=C3)C=CC(=O)O2. Synergy scores: CSS=1.03, Synergy_ZIP=-1.19, Synergy_Bliss=-3.64, Synergy_Loewe=-5.19, Synergy_HSA=-3.09. Drug 1: C1=NNC2=C1C(=O)NC=N2. Cell line: T-47D. (5) Synergy scores: CSS=14.5, Synergy_ZIP=0.431, Synergy_Bliss=4.57, Synergy_Loewe=-19.3, Synergy_HSA=-0.196. Drug 2: COCCOC1=C(C=C2C(=C1)C(=NC=N2)NC3=CC=CC(=C3)C#C)OCCOC.Cl. Cell line: IGROV1. Drug 1: C1CNP(=O)(OC1)N(CCCl)CCCl. (6) Drug 2: B(C(CC(C)C)NC(=O)C(CC1=CC=CC=C1)NC(=O)C2=NC=CN=C2)(O)O. Drug 1: CS(=O)(=O)OCCCCOS(=O)(=O)C. Cell line: NCIH23. Synergy scores: CSS=20.7, Synergy_ZIP=4.35, Synergy_Bliss=4.83, Synergy_Loewe=-35.9, Synergy_HSA=0.0558. (7) Drug 1: CC12CCC3C(C1CCC2=O)CC(=C)C4=CC(=O)C=CC34C. Drug 2: CC1OCC2C(O1)C(C(C(O2)OC3C4COC(=O)C4C(C5=CC6=C(C=C35)OCO6)C7=CC(=C(C(=C7)OC)O)OC)O)O. Cell line: HL-60(TB). Synergy scores: CSS=93.4, Synergy_ZIP=7.41, Synergy_Bliss=7.16, Synergy_Loewe=7.81, Synergy_HSA=8.07. (8) Drug 1: CS(=O)(=O)CCNCC1=CC=C(O1)C2=CC3=C(C=C2)N=CN=C3NC4=CC(=C(C=C4)OCC5=CC(=CC=C5)F)Cl. Drug 2: C1CN1C2=NC(=NC(=N2)N3CC3)N4CC4. Cell line: OVCAR-8. Synergy scores: CSS=26.5, Synergy_ZIP=-10.7, Synergy_Bliss=-1.58, Synergy_Loewe=-5.34, Synergy_HSA=-1.37.